This data is from Kir2.1 potassium channel HTS with 301,493 compounds. The task is: Binary Classification. Given a drug SMILES string, predict its activity (active/inactive) in a high-throughput screening assay against a specified biological target. (1) The compound is O=C(N(CCCCC)c1c(n(CCCC)c(=O)[nH]c1=O)N)CCC(OCc1ccc(C(C)C)cc1)=O. The result is 0 (inactive). (2) The compound is S(=O)(=O)(N(CC(O)CN1C(=O)C(NC1=O)(C)C)c1cc([N+]([O-])=O)ccc1)c1ccc(cc1)C. The result is 0 (inactive).